Dataset: Forward reaction prediction with 1.9M reactions from USPTO patents (1976-2016). Task: Predict the product of the given reaction. (1) Given the reactants [CH3:1][O:2][C:3](=[O:45])[NH:4][C@H:5]([C:10]([NH:12][N:13]([CH2:37][C:38]1[CH:43]=[CH:42][C:41](Br)=[CH:40][CH:39]=1)[CH2:14][C@:15]([OH:36])([C:23](=[O:35])[NH:24][C@H:25]1[C:33]2[C:28](=[CH:29][CH:30]=[CH:31][CH:32]=2)[CH2:27][C@H:26]1[OH:34])[CH2:16][C:17]1[CH:22]=[CH:21][CH:20]=[CH:19][CH:18]=1)=[O:11])[C:6]([CH3:9])([CH3:8])[CH3:7].[C:46]1([C:52]#[CH:53])[CH:51]=[CH:50][CH:49]=[CH:48][CH:47]=1.CCN(CC)CC.CN(C=O)C, predict the reaction product. The product is: [CH3:1][O:2][C:3](=[O:45])[NH:4][C@H:5]([C:10]([NH:12][N:13]([CH2:14][C@:15]([OH:36])([C:23](=[O:35])[NH:24][C@H:25]1[C:33]2[C:28](=[CH:29][CH:30]=[CH:31][CH:32]=2)[CH2:27][C@H:26]1[OH:34])[CH2:16][C:17]1[CH:22]=[CH:21][CH:20]=[CH:19][CH:18]=1)[CH2:37][C:38]1[CH:43]=[CH:42][C:41]([C:53]#[C:52][C:46]2[CH:51]=[CH:50][CH:49]=[CH:48][CH:47]=2)=[CH:40][CH:39]=1)=[O:11])[C:6]([CH3:9])([CH3:8])[CH3:7]. (2) Given the reactants [Cl:1][C:2]1[CH:7]=[CH:6][N:5]=[CH:4][C:3]=1[C:8]1[C:12]([C:13]([OH:15])=O)=[C:11]([CH3:16])[O:10][N:9]=1.[CH2:17]([O:24][C:25](=[O:35])[NH:26][CH2:27][CH:28]1[CH2:33][CH2:32][CH2:31][CH:30]([NH2:34])[CH2:29]1)[C:18]1[CH:23]=[CH:22][CH:21]=[CH:20][CH:19]=1.Cl.CN(C)CCCN=C=NCC.ON1C2N=CC=CC=2N=N1.C(N(CC)C(C)C)(C)C, predict the reaction product. The product is: [CH2:17]([O:24][C:25](=[O:35])[NH:26][CH2:27][CH:28]1[CH2:33][CH2:32][CH2:31][CH:30]([NH:34][C:13]([C:12]2[C:8]([C:3]3[CH:4]=[N:5][CH:6]=[CH:7][C:2]=3[Cl:1])=[N:9][O:10][C:11]=2[CH3:16])=[O:15])[CH2:29]1)[C:18]1[CH:19]=[CH:20][CH:21]=[CH:22][CH:23]=1. (3) Given the reactants Cl.[Cl:2][CH2:3][CH2:4][O:5][C:6]1[C:15]2[C:10](=[CH:11][CH:12]=[CH:13][CH:14]=2)[C:9]([NH2:16])=[CH:8][CH:7]=1.[F:17][C:18]1[CH:19]=[C:20]([CH:24]=[C:25]([N:27]2[CH2:32][CH2:31][CH2:30][CH2:29][CH2:28]2)[CH:26]=1)[C:21](O)=[O:22].C(N(C(C)C)CC)(C)C.CN(C(ON1N=NC2C=CC=CC1=2)=[N+](C)C)C.F[P-](F)(F)(F)(F)F, predict the reaction product. The product is: [Cl:2][CH2:3][CH2:4][O:5][C:6]1[C:15]2[C:10](=[CH:11][CH:12]=[CH:13][CH:14]=2)[C:9]([NH:16][C:21](=[O:22])[C:20]2[CH:24]=[C:25]([N:27]3[CH2:28][CH2:29][CH2:30][CH2:31][CH2:32]3)[CH:26]=[C:18]([F:17])[CH:19]=2)=[CH:8][CH:7]=1. (4) Given the reactants [F:1][C:2]([F:21])([F:20])[C:3]1[CH:8]=[CH:7][C:6]([C:9]2[C:17]3[O:16][CH:15]([CH2:18][NH2:19])[CH2:14][C:13]=3[CH:12]=[CH:11][CH:10]=2)=[CH:5][CH:4]=1.C(N(C(C)C)CC)(C)C.Cl[C:32]([O:34][CH2:35][C:36]1[CH:41]=[CH:40][CH:39]=[CH:38][CH:37]=1)=[O:33].C1(C2C3OC(CNC(=O)OCC4C=CC=CC=4)CC=3C=CC=2)CCCC1, predict the reaction product. The product is: [CH2:35]([O:34][C:32](=[O:33])[NH:19][CH2:18][CH:15]1[CH2:14][C:13]2[CH:12]=[CH:11][CH:10]=[C:9]([C:6]3[CH:5]=[CH:4][C:3]([C:2]([F:20])([F:1])[F:21])=[CH:8][CH:7]=3)[C:17]=2[O:16]1)[C:36]1[CH:41]=[CH:40][CH:39]=[CH:38][CH:37]=1. (5) Given the reactants [Cl:1][C:2]1[C:15]([Cl:16])=[CH:14][C:5]2[NH:6][C:7]([CH2:9][C:10]([F:13])([F:12])[F:11])=[N:8][C:4]=2[CH:3]=1.[H-].[Na+].Br[CH2:20][C:21]([C:23]1[CH:28]=[CH:27][C:26]([N+:29]([O-:31])=[O:30])=[CH:25][CH:24]=1)=[O:22], predict the reaction product. The product is: [Cl:16][C:15]1[C:2]([Cl:1])=[CH:3][C:4]2[N:8]([CH2:20][C:21]([C:23]3[CH:24]=[CH:25][C:26]([N+:29]([O-:31])=[O:30])=[CH:27][CH:28]=3)=[O:22])[C:7]([CH2:9][C:10]([F:12])([F:13])[F:11])=[N:6][C:5]=2[CH:14]=1. (6) Given the reactants [Cl:1][C:2]1[CH:3]=[N:4][CH:5]=[C:6]([Cl:20])[C:7]=1[S:8][C:9]1[S:13][C:12]([C:14]([OH:16])=O)=[CH:11][C:10]=1[N+:17]([O-:19])=[O:18].[CH3:21][C:22]1[N:23]=[C:24]([NH2:27])[S:25][CH:26]=1, predict the reaction product. The product is: [Cl:20][C:6]1[CH:5]=[N:4][CH:3]=[C:2]([Cl:1])[C:7]=1[S:8][C:9]1[S:13][C:12]([C:14]([NH:27][C:24]2[S:25][CH:26]=[C:22]([CH3:21])[N:23]=2)=[O:16])=[CH:11][C:10]=1[N+:17]([O-:19])=[O:18]. (7) The product is: [CH2:19]=[C:16]1[C:17](=[CH2:18])[C:10]23[O:14][CH:7]([CH2:8][CH:9]2[CH2:13][CH2:12][CH2:11]3)[CH2:15]1. Given the reactants C(OCC)C.O[CH:7]([CH2:15][C:16]([CH2:19][Si](C)(C)C)=[C:17]=[CH2:18])[CH2:8][CH:9]1[CH2:13][CH2:12][CH2:11][C:10]1=[O:14].[Si](OS(C(F)(F)F)(=O)=O)(C)(C)C.O, predict the reaction product.